This data is from Retrosynthesis with 50K atom-mapped reactions and 10 reaction types from USPTO. The task is: Predict the reactants needed to synthesize the given product. (1) Given the product CC(C)(C)OC(=O)N1CCN(CCCOc2ccc(N)c(C(F)(F)F)c2)CC1, predict the reactants needed to synthesize it. The reactants are: CC(C)(C)OC(=O)N1CCN(CCCOc2ccc([N+](=O)[O-])c(C(F)(F)F)c2)CC1. (2) The reactants are: CN(c1nccc(-n2cnc3ccccc32)n1)C1CCCNC1.O=C=Nc1ccccc1. Given the product CN(c1nccc(-n2cnc3ccccc32)n1)C1CCCN(C(=O)Nc2ccccc2)C1, predict the reactants needed to synthesize it. (3) Given the product C1=C(c2c[nH]c3ccccc23)CCN(CCOC2CCCCO2)C1, predict the reactants needed to synthesize it. The reactants are: C1=C(c2c[nH]c3ccccc23)CCNC1.ClCCOC1CCCCO1. (4) Given the product COC(=O)Cc1ccc(Nc2ncccc2N)cc1C, predict the reactants needed to synthesize it. The reactants are: COC(=O)Cc1ccc(Nc2ncccc2[N+](=O)[O-])cc1C. (5) Given the product COc1cc(NC(=O)CCCCCBr)cc(OC)c1OC, predict the reactants needed to synthesize it. The reactants are: COc1cc(N)cc(OC)c1OC.O=C(O)CCCCCBr. (6) Given the product COc1cc(N2CCN(C(=O)OC(C)(C)C)CC2)ccc1[N+](=O)[O-], predict the reactants needed to synthesize it. The reactants are: CC(C)(C)OC(=O)N1CCNCC1.COc1cc(F)ccc1[N+](=O)[O-]. (7) Given the product CC(C)CC(=O)N1C(=O)OC[C@@H]1Cc1ccccc1, predict the reactants needed to synthesize it. The reactants are: CC(C)CC(=O)Cl.O=C1NC(Cc2ccccc2)CO1. (8) Given the product CC(=O)Nc1c(C)c(Cl)cc(C(C)Nc2ncnc3[nH]cnc23)c1-c1cccc(F)c1, predict the reactants needed to synthesize it. The reactants are: Brc1ncnc2[nH]cnc12.CC(=O)Nc1c(C)c(Cl)cc(C(C)N)c1-c1cccc(F)c1.